This data is from Catalyst prediction with 721,799 reactions and 888 catalyst types from USPTO. The task is: Predict which catalyst facilitates the given reaction. (1) Reactant: CN(C(ON1N=NC2C=CC=NC1=2)=[N+](C)C)C.F[P-](F)(F)(F)(F)F.C(N(CC)CC)C.[O:32]1[CH2:37][CH2:36][N:35]([C:38]2[N:39]=[CH:40][C:41]3[CH:47]=[C:46]([C:48]([OH:50])=O)[C:45](=[O:51])[NH:44][C:42]=3[N:43]=2)[CH2:34][CH2:33]1.[NH2:52][C:53]1[CH:54]=[C:55]([CH:68]=[CH:69][C:70]=1[Cl:71])[C:56]([NH:58][CH:59]([C:61]1[CH:66]=[CH:65][CH:64]=[C:63]([Cl:67])[CH:62]=1)[CH3:60])=[O:57]. Product: [Cl:71][C:70]1[CH:69]=[CH:68][C:55]([C:56](=[O:57])[NH:58][CH:59]([C:61]2[CH:66]=[CH:65][CH:64]=[C:63]([Cl:67])[CH:62]=2)[CH3:60])=[CH:54][C:53]=1[NH:52][C:48]([C:46]1[C:45](=[O:51])[NH:44][C:42]2[N:43]=[C:38]([N:35]3[CH2:34][CH2:33][O:32][CH2:37][CH2:36]3)[N:39]=[CH:40][C:41]=2[CH:47]=1)=[O:50]. The catalyst class is: 120. (2) Reactant: C[O:2][C:3](=[O:30])[CH2:4][N:5]1[C@H:14]2[CH2:15][N:16]([C:18]([O:20][C:21]([CH3:24])([CH3:23])[CH3:22])=[O:19])[CH2:17][C@@H:13]2[C:12]2[CH:11]=[CH:10][CH:9]=[C:8]([C:25]([F:28])([F:27])[F:26])[C:7]=2[C:6]1=[O:29].O.[OH-].[Li+]. Product: [C:21]([O:20][C:18]([N:16]1[CH2:17][C@H:13]2[C@@H:14]([N:5]([CH2:4][C:3]([OH:30])=[O:2])[C:6](=[O:29])[C:7]3[C:8]([C:25]([F:27])([F:26])[F:28])=[CH:9][CH:10]=[CH:11][C:12]=32)[CH2:15]1)=[O:19])([CH3:24])([CH3:22])[CH3:23]. The catalyst class is: 1. (3) Reactant: [N+:1]([C:4]1[CH:5]=[C:6]2[C:10]3=[C:11]([CH2:13][CH2:14][N:9]3[C:8]3[CH2:15][CH2:16][CH2:17][CH2:18][CH2:19][C:7]2=3)[CH:12]=1)([O-])=O. Product: [CH:5]1[C:4]([NH2:1])=[CH:12][C:11]2[CH2:13][CH2:14][N:9]3[C:10]=2[C:6]=1[C:7]1[CH2:19][CH2:18][CH2:17][CH2:16][CH2:15][C:8]=13. The catalyst class is: 45. (4) Reactant: [NH2:1][C:2]1[N:3]=[C:4]([N:22]2[CH2:27][CH2:26][CH:25]([O:28][C:29]3[CH:34]=[CH:33][CH:32]=[CH:31][C:30]=3[C:35]([F:38])([F:37])[F:36])[CH2:24][CH2:23]2)[S:5][C:6]=1[C:7]([NH:9][C:10]([C:12]1[CH:21]=[CH:20][C:15]([C:16]([O:18][CH3:19])=[O:17])=[CH:14][N:13]=1)=O)=[O:8].C12(CS(O)(=O)=O)C(C)(C)C(CC1)CC2=O.C([O-])(O)=O.[Na+]. Product: [O:8]=[C:7]1[NH:9][C:10]([C:12]2[CH:21]=[CH:20][C:15]([C:16]([O:18][CH3:19])=[O:17])=[CH:14][N:13]=2)=[N:1][C:2]2[N:3]=[C:4]([N:22]3[CH2:27][CH2:26][CH:25]([O:28][C:29]4[CH:34]=[CH:33][CH:32]=[CH:31][C:30]=4[C:35]([F:36])([F:37])[F:38])[CH2:24][CH2:23]3)[S:5][C:6]1=2. The catalyst class is: 113. (5) Reactant: [Br-:1].[CH2:2]([P+:6]([CH2:29][CH2:30][CH2:31][CH3:32])([CH2:25][CH2:26][CH2:27][CH3:28])[CH2:7][CH2:8][CH2:9][CH2:10][C:11]([O:22][CH2:23][CH3:24])([O:19]CC)[CH2:12][CH2:13][C:14](OCC)=[O:15])[CH2:3][CH2:4][CH3:5].[OH-].[Na+]. Product: [Br-:1].[CH2:2]([P+:6]([CH2:29][CH2:30][CH2:31][CH3:32])([CH2:25][CH2:26][CH2:27][CH3:28])[CH2:7][CH2:8][CH2:9][CH2:10][C:11]1([O:22][CH2:23][CH3:24])[CH2:12][CH2:13][C:14](=[O:15])[O:19]1)[CH2:3][CH2:4][CH3:5]. The catalyst class is: 5. (6) Reactant: [Si:1]([O:8][C@H:9]([C@H:36]1[CH2:40][C@@H:39]([O:41][CH2:42][CH2:43][CH3:44])[CH2:38][N:37]1[C:45]([O:47][C:48]([CH3:51])([CH3:50])[CH3:49])=[O:46])[C@@H:10]([NH:20][C:21](=[O:35])[C:22]1[CH:27]=[C:26]([N:28]2[CH2:32][CH2:31][CH2:30][C:29]2=[O:33])[CH:25]=[C:24]([OH:34])[CH:23]=1)[CH2:11][C:12]1[CH:17]=[C:16]([F:18])[CH:15]=[C:14]([F:19])[CH:13]=1)([C:4]([CH3:7])([CH3:6])[CH3:5])([CH3:3])[CH3:2].[C:52](=O)([O-])[O-].[Cs+].[Cs+].CI.C(OCC)(=O)C. Product: [Si:1]([O:8][C@H:9]([C@H:36]1[CH2:40][C@@H:39]([O:41][CH2:42][CH2:43][CH3:44])[CH2:38][N:37]1[C:45]([O:47][C:48]([CH3:50])([CH3:49])[CH3:51])=[O:46])[C@@H:10]([NH:20][C:21](=[O:35])[C:22]1[CH:27]=[C:26]([N:28]2[CH2:32][CH2:31][CH2:30][C:29]2=[O:33])[CH:25]=[C:24]([O:34][CH3:52])[CH:23]=1)[CH2:11][C:12]1[CH:17]=[C:16]([F:18])[CH:15]=[C:14]([F:19])[CH:13]=1)([C:4]([CH3:5])([CH3:6])[CH3:7])([CH3:3])[CH3:2]. The catalyst class is: 3. (7) Product: [CH3:12][NH:13][C:14]([NH:7][CH2:6][CH:3]1[CH2:4][CH2:5][O:1][CH2:2]1)=[N:17][N+:18]([O-:20])=[O:19]. The catalyst class is: 192. Reactant: [O:1]1[CH2:5][CH2:4][CH:3]([CH2:6][NH2:7])[CH2:2]1.[Cl-].[Na+].[OH-].[Na+].[CH3:12][NH:13][C:14](=[N:17][N+:18]([O-:20])=[O:19])OC.Cl.